The task is: Regression. Given two drug SMILES strings and cell line genomic features, predict the synergy score measuring deviation from expected non-interaction effect.. This data is from NCI-60 drug combinations with 297,098 pairs across 59 cell lines. (1) Drug 1: CN(C)N=NC1=C(NC=N1)C(=O)N. Drug 2: N.N.Cl[Pt+2]Cl. Cell line: HOP-62. Synergy scores: CSS=-4.80, Synergy_ZIP=4.85, Synergy_Bliss=3.00, Synergy_Loewe=-3.24, Synergy_HSA=-2.37. (2) Drug 1: C1=NC(=NC(=O)N1C2C(C(C(O2)CO)O)O)N. Drug 2: C1C(C(OC1N2C=NC(=NC2=O)N)CO)O. Cell line: HCT116. Synergy scores: CSS=40.4, Synergy_ZIP=3.06, Synergy_Bliss=3.79, Synergy_Loewe=-5.64, Synergy_HSA=7.22. (3) Drug 1: COC1=C(C=C2C(=C1)N=CN=C2NC3=CC(=C(C=C3)F)Cl)OCCCN4CCOCC4. Drug 2: C1CCC(C(C1)N)N.C(=O)(C(=O)[O-])[O-].[Pt+4]. Cell line: HL-60(TB). Synergy scores: CSS=25.5, Synergy_ZIP=-9.18, Synergy_Bliss=-8.14, Synergy_Loewe=-5.60, Synergy_HSA=-5.17. (4) Drug 1: CN(C)N=NC1=C(NC=N1)C(=O)N. Drug 2: C1CNP(=O)(OC1)N(CCCl)CCCl. Cell line: HCT116. Synergy scores: CSS=2.37, Synergy_ZIP=-3.04, Synergy_Bliss=-4.58, Synergy_Loewe=-3.35, Synergy_HSA=-3.37. (5) Drug 1: CN(C)N=NC1=C(NC=N1)C(=O)N. Drug 2: C1CN1P(=S)(N2CC2)N3CC3. Cell line: EKVX. Synergy scores: CSS=-0.315, Synergy_ZIP=-0.117, Synergy_Bliss=0.0450, Synergy_Loewe=-4.77, Synergy_HSA=-1.44. (6) Drug 1: CNC(=O)C1=CC=CC=C1SC2=CC3=C(C=C2)C(=NN3)C=CC4=CC=CC=N4. Drug 2: C1=NC(=NC(=O)N1C2C(C(C(O2)CO)O)O)N. Cell line: SK-MEL-2. Synergy scores: CSS=10.5, Synergy_ZIP=-3.96, Synergy_Bliss=3.46, Synergy_Loewe=-4.11, Synergy_HSA=1.26.